This data is from Full USPTO retrosynthesis dataset with 1.9M reactions from patents (1976-2016). The task is: Predict the reactants needed to synthesize the given product. The reactants are: [Cl:1][C:2]1[CH:3]=[CH:4][C:5]([NH:8][C:9]([C:11]2[CH:16]=[CH:15][CH:14]=[CH:13][C:12]=2[NH:17][CH:18]=[O:19])=[O:10])=[N:6][CH:7]=1.[CH3:20][N:21]1[CH2:25][CH2:24][N:23]=[C:22]1SC.CC[N:30]([CH2:33][CH3:34])CC. Given the product [Cl:1][C:2]1[CH:3]=[CH:4][C:5]([NH:8][C:9]([C:11]2[CH:16]=[CH:15][CH:14]=[CH:13][C:12]=2[NH:17][C:18]([C:3]2[CH:4]=[CH:5][C:34]([CH2:33][NH:30][C:22]3[N:21]([CH3:20])[CH2:25][CH2:24][N:23]=3)=[CH:7][CH:2]=2)=[O:19])=[O:10])=[N:6][CH:7]=1, predict the reactants needed to synthesize it.